The task is: Predict the reactants needed to synthesize the given product.. This data is from Full USPTO retrosynthesis dataset with 1.9M reactions from patents (1976-2016). (1) The reactants are: Cl[C:2]1[CH:9]=[CH:8][C:5]([C:6]#N)=[C:4]([N:10]2[CH2:14][CH2:13][CH:12](O)C2)[CH:3]=1.Cl[C:17](Cl)(OC(=O)OC(Cl)(Cl)Cl)Cl.[N-:28]=[C:29]=[O:30].[NH2:31][C:32]1[C:37]2[O:38][CH2:39][C:40](=[O:42])[NH:41][C:36]=2[CH:35]=[CH:34][CH:33]=1.CCO[C:46]([CH3:48])=O. Given the product [CH3:17][C:2]1[CH:9]=[CH:8][C:5]([CH2:6][NH:28][C:29]([NH:31][C:32]2[C:37]3[O:38][CH2:39][C:40](=[O:42])[NH:41][C:36]=3[CH:35]=[CH:34][CH:33]=2)=[O:30])=[C:4]([N:10]2[CH2:48][CH2:46][CH2:12][CH2:13][CH2:14]2)[CH:3]=1, predict the reactants needed to synthesize it. (2) Given the product [CH3:35][N:30]([S:31]([CH3:34])(=[O:33])=[O:32])[C:25]1[C:24]([CH2:23][NH:22][C:20]2[C:19]([C:36]([F:39])([F:37])[F:38])=[CH:18][N:17]=[C:16]([NH:15][C:12]3[CH:11]=[CH:10][C:9]([P:4](=[O:3])([OH:5])[OH:8])=[CH:14][CH:13]=3)[N:21]=2)=[CH:29][CH:28]=[CH:27][N:26]=1, predict the reactants needed to synthesize it. The reactants are: C([O:3][P:4]([C:9]1[CH:14]=[CH:13][C:12]([NH:15][C:16]2[N:21]=[C:20]([NH:22][CH2:23][C:24]3[C:25]([N:30]([CH3:35])[S:31]([CH3:34])(=[O:33])=[O:32])=[N:26][CH:27]=[CH:28][CH:29]=3)[C:19]([C:36]([F:39])([F:38])[F:37])=[CH:18][N:17]=2)=[CH:11][CH:10]=1)(=[O:8])[O:5]CC)C.Cl. (3) Given the product [NH2:24][C@H:19]1[C@H:20]([F:23])[CH2:21][O:22][C@H:16]([C:15]2[N:14]([CH3:32])[N:13]=[CH:12][C:11]=2[NH:10][C:8](=[O:9])[C:6]2[CH:5]=[CH:4][C:3]([F:33])=[C:2]([C:39]3[CH:40]=[C:35]([F:34])[CH:36]=[CH:37][C:38]=3[F:41])[N:7]=2)[CH2:17][CH2:18]1, predict the reactants needed to synthesize it. The reactants are: Br[C:2]1[N:7]=[C:6]([C:8]([NH:10][C:11]2[CH:12]=[N:13][N:14]([CH3:32])[C:15]=2[C@H:16]2[O:22][CH2:21][C@@H:20]([F:23])[C@H:19]([NH:24]C(=O)OC(C)(C)C)[CH2:18][CH2:17]2)=[O:9])[CH:5]=[CH:4][C:3]=1[F:33].[F:34][C:35]1[CH:40]=[CH:39][C:38]([F:41])=[CH:37][C:36]=1B(O)O. (4) Given the product [Cl:4][C:5]1[N:10]=[C:9]([O:2][CH3:1])[C:8]([F:12])=[C:7]([CH3:13])[N:6]=1, predict the reactants needed to synthesize it. The reactants are: [CH3:1][O-:2].[Na+].[Cl:4][C:5]1[N:10]=[C:9](Cl)[C:8]([F:12])=[C:7]([CH3:13])[N:6]=1.CO.O. (5) Given the product [P:35]([OH:39])([OH:37])([O:32][CH2:31][CH2:30][CH2:29][CH2:28][CH2:27][O:26][C:19]1[C:20]([O:24][CH3:25])=[CH:21][CH:22]=[C:23]2[C:18]=1[O:17][C:16](=[O:33])[CH:15]=[C:14]2[NH:13][C:12]1[C:11]([Cl:34])=[CH:10][N:9]=[CH:8][C:7]=1[Cl:6])=[O:36], predict the reactants needed to synthesize it. The reactants are: P(Cl)(Cl)(Cl)=O.[Cl:6][C:7]1[CH:8]=[N:9][CH:10]=[C:11]([Cl:34])[C:12]=1[NH:13][C:14]1[C:23]2[C:18](=[C:19]([O:26][CH2:27][CH2:28][CH2:29][CH2:30][CH2:31][OH:32])[C:20]([O:24][CH3:25])=[CH:21][CH:22]=2)[O:17][C:16](=[O:33])[CH:15]=1.[P:35](OC)([O:39]C)([O:37]C)=[O:36]. (6) Given the product [Br:1][C:2]1[CH:11]=[C:10]2[C:5]([CH:6]=[CH:7][C:8]([NH:14][CH3:13])=[N:9]2)=[CH:4][CH:3]=1, predict the reactants needed to synthesize it. The reactants are: [Br:1][C:2]1[CH:11]=[C:10]2[C:5]([CH:6]=[CH:7][C:8](Cl)=[N:9]2)=[CH:4][CH:3]=1.[CH3:13][NH2:14].C(O)C. (7) Given the product [Cl:1][C:2]1[CH:7]=[CH:6][C:5]([CH2:8][NH:28][C@@H:26]([C:20]2[CH:25]=[CH:24][CH:23]=[CH:22][CH:21]=2)[CH3:27])=[CH:4][C:3]=1[N:10]1[CH2:15][CH2:14][CH:13]([C:16]([O:18][CH3:19])=[O:17])[CH2:12][CH2:11]1, predict the reactants needed to synthesize it. The reactants are: [Cl:1][C:2]1[CH:7]=[CH:6][C:5]([CH:8]=O)=[CH:4][C:3]=1[N:10]1[CH2:15][CH2:14][CH:13]([C:16]([O:18][CH3:19])=[O:17])[CH2:12][CH2:11]1.[C:20]1([C@H:26]([NH2:28])[CH3:27])[CH:25]=[CH:24][CH:23]=[CH:22][CH:21]=1.C(O)(=O)C.[BH-](OC(C)=O)(OC(C)=O)OC(C)=O.[Na+]. (8) Given the product [Cl:23][C:24]1[CH:29]=[CH:28][CH:27]=[CH:26][C:25]=1[S:30]([NH:2][C@H:3]1[C:11]2[C:6](=[CH:7][C:8]([C:12]([O:14][CH3:15])=[O:13])=[CH:9][CH:10]=2)[CH2:5][CH2:4]1)(=[O:32])=[O:31], predict the reactants needed to synthesize it. The reactants are: Cl.[NH2:2][C@H:3]1[C:11]2[C:6](=[CH:7][C:8]([C:12]([O:14][CH3:15])=[O:13])=[CH:9][CH:10]=2)[CH2:5][CH2:4]1.C(N(CC)CC)C.[Cl:23][C:24]1[CH:29]=[CH:28][CH:27]=[CH:26][C:25]=1[S:30](Cl)(=[O:32])=[O:31].